Predict the reaction yield, written as a fraction of the theoretical maximum amount of product (1.0 means a 100% yield; for example, 0.34 means a 34% yield). From a dataset of Reaction yield outcomes from USPTO patents with 853,638 reactions. (1) The reactants are [NH2:1][C:2]1[CH:7]=[CH:6][C:5]([CH:8]2[C:17]([CH3:19])([CH3:18])[CH2:16][C:15]3[C:10](=[CH:11][CH:12]=[C:13]([C:20]([O:22][CH3:23])=[O:21])[CH:14]=3)[NH:9]2)=[CH:4][CH:3]=1.C(N(CC)C(C)C)(C)C.[N:33]1[CH:38]=[CH:37][CH:36]=[CH:35][C:34]=1[C:39](Cl)=[O:40]. The catalyst is ClCCl. The product is [CH3:19][C:17]1([CH3:18])[CH2:16][C:15]2[C:10](=[CH:11][CH:12]=[C:13]([C:20]([O:22][CH3:23])=[O:21])[CH:14]=2)[NH:9][CH:8]1[C:5]1[CH:4]=[CH:3][C:2]([NH:1][C:39](=[O:40])[C:34]2[CH:35]=[CH:36][CH:37]=[CH:38][N:33]=2)=[CH:7][CH:6]=1. The yield is 0.520. (2) The catalyst is O1CCOCC1.O.C1C=CC([P]([Pd]([P](C2C=CC=CC=2)(C2C=CC=CC=2)C2C=CC=CC=2)([P](C2C=CC=CC=2)(C2C=CC=CC=2)C2C=CC=CC=2)[P](C2C=CC=CC=2)(C2C=CC=CC=2)C2C=CC=CC=2)(C2C=CC=CC=2)C2C=CC=CC=2)=CC=1. The yield is 0.910. The product is [C:1]([O:5][C:6]([N:8]1[CH2:12][CH2:11][CH2:10][C@H:9]1[CH2:13][N:14]1[C:18]2[N:19]=[CH:20][N:21]=[C:22]([NH2:23])[C:17]=2[C:16]([C:35]2[CH:36]=[CH:37][C:32]([O:25][C:26]3[CH:31]=[CH:30][CH:29]=[CH:28][CH:27]=3)=[CH:33][CH:34]=2)=[CH:15]1)=[O:7])([CH3:4])([CH3:3])[CH3:2]. The reactants are [C:1]([O:5][C:6]([N:8]1[CH2:12][CH2:11][CH2:10][C@H:9]1[CH2:13][N:14]1[C:18]2[N:19]=[CH:20][N:21]=[C:22]([NH2:23])[C:17]=2[C:16](I)=[CH:15]1)=[O:7])([CH3:4])([CH3:3])[CH3:2].[O:25]([C:32]1[CH:37]=[CH:36][C:35](B(O)O)=[CH:34][CH:33]=1)[C:26]1[CH:31]=[CH:30][CH:29]=[CH:28][CH:27]=1.C([O-])([O-])=O.[Na+].[Na+].